This data is from CYP1A2 inhibition data for predicting drug metabolism from PubChem BioAssay. The task is: Regression/Classification. Given a drug SMILES string, predict its absorption, distribution, metabolism, or excretion properties. Task type varies by dataset: regression for continuous measurements (e.g., permeability, clearance, half-life) or binary classification for categorical outcomes (e.g., BBB penetration, CYP inhibition). Dataset: cyp1a2_veith. (1) The compound is CCOC(=O)Cc1c(C)nc2c(C#N)c[nH]n2c1=O. The result is 0 (non-inhibitor). (2) The compound is COc1ccc(Oc2ncc3nc(-c4cccs4)c(=O)n(CCC#N)c3n2)cc1. The result is 1 (inhibitor). (3) The molecule is COc1ccc2c(Cl)c(-c3nnco3)sc2c1. The result is 1 (inhibitor). (4) The compound is C=CCNc1sc(C(=O)c2ccc(C)cc2)c(N)c1C#N. The result is 1 (inhibitor). (5) The compound is Cc1noc(C)c1C(=O)N1CCC2(CC1)CCN(c1ncccn1)CC2. The result is 0 (non-inhibitor).